This data is from Full USPTO retrosynthesis dataset with 1.9M reactions from patents (1976-2016). The task is: Predict the reactants needed to synthesize the given product. (1) Given the product [ClH:23].[Cl:23][C:24]1[C:33]([CH2:34][NH:1][CH:2]2[CH2:7][CH2:6][N:5]([CH2:8][C@H:9]3[C:13]4=[C:14]([F:22])[CH:15]=[N:16][C:17]5[CH:18]=[CH:19][C:20](=[O:21])[N:11]([C:12]=54)[CH2:10]3)[CH2:4][CH2:3]2)=[N:32][C:31]2[NH:30][C:29](=[O:36])[CH2:28][O:27][C:26]=2[CH:25]=1, predict the reactants needed to synthesize it. The reactants are: [NH2:1][CH:2]1[CH2:7][CH2:6][N:5]([CH2:8][C@H:9]2[C:13]3=[C:14]([F:22])[CH:15]=[N:16][C:17]4[CH:18]=[CH:19][C:20](=[O:21])[N:11]([C:12]=43)[CH2:10]2)[CH2:4][CH2:3]1.[Cl:23][C:24]1[C:33]([CH:34]=O)=[N:32][C:31]2[NH:30][C:29](=[O:36])[CH2:28][O:27][C:26]=2[CH:25]=1.C(O[BH-](OC(=O)C)OC(=O)C)(=O)C.C(=O)(O)[O-].[Na+]. (2) The reactants are: [H-].[Na+].[Br:3][C:4]1[C:9]([OH:10])=[CH:8][CH:7]=[CH:6][N:5]=1.Br[CH:12]1[CH2:16][CH2:15][CH2:14][CH2:13]1.O. Given the product [Br:3][C:4]1[C:9]([O:10][CH:12]2[CH2:16][CH2:15][CH2:14][CH2:13]2)=[CH:8][CH:7]=[CH:6][N:5]=1, predict the reactants needed to synthesize it. (3) Given the product [O:19]1[C:18]2[CH:22]=[CH:23][C:15]([CH2:14][NH:13][S:12]([C:8]3[CH:7]=[C:6]([CH:5]=[CH:4][C:3]([OH:26])=[O:2])[CH:11]=[CH:10][CH:9]=3)(=[O:25])=[O:24])=[CH:16][C:17]=2[O:21][CH2:20]1, predict the reactants needed to synthesize it. The reactants are: C[O:2][C:3](=[O:26])[CH:4]=[CH:5][C:6]1[CH:11]=[CH:10][CH:9]=[C:8]([S:12](=[O:25])(=[O:24])[NH:13][CH2:14][C:15]2[CH:23]=[CH:22][C:18]3[O:19][CH2:20][O:21][C:17]=3[CH:16]=2)[CH:7]=1.CO. (4) Given the product [Cl:1][C:2]1[CH:3]=[C:4]2[C:8](=[CH:9][C:10]=1[Cl:11])[N:7]([CH3:19])[C:6](=[O:12])[C:5]2=[O:13], predict the reactants needed to synthesize it. The reactants are: [Cl:1][C:2]1[CH:3]=[C:4]2[C:8](=[CH:9][C:10]=1[Cl:11])[NH:7][C:6](=[O:12])[C:5]2=[O:13].[H-].[Na+].[H][H].I[CH3:19]. (5) Given the product [S:1]([C:5]1[CH:23]=[CH:22][C:8]([NH:9][CH:10]([C:11]2[CH:16]=[CH:15][C:14]([C:17]3[O:18][CH:19]=[CH:20][CH:21]=3)=[CH:13][CH:12]=2)[C:28]#[N:29])=[CH:7][CH:6]=1)(=[O:4])(=[O:3])[NH2:2], predict the reactants needed to synthesize it. The reactants are: [S:1]([C:5]1[CH:23]=[CH:22][C:8]([N:9]=[CH:10][C:11]2[CH:16]=[CH:15][C:14]([C:17]3[O:18][CH:19]=[CH:20][CH:21]=3)=[CH:13][CH:12]=2)=[CH:7][CH:6]=1)(=[O:4])(=[O:3])[NH2:2].C[Si]([C:28]#[N:29])(C)C.O. (6) Given the product [CH2:31]([N:24]([CH:25]1[CH2:30][CH2:29][O:28][CH2:27][CH2:26]1)[C:4]1[C:5]([CH3:23])=[C:6]([CH:22]=[C:2]([C:41]2[CH:40]=[CH:39][C:38]([C:37](=[O:53])[NH:36][CH2:35][CH2:34][OH:33])=[CH:43][CH:42]=2)[CH:3]=1)[C:7]([NH:9][CH2:10][C:11]1[C:12](=[O:21])[NH:13][C:14]([CH3:20])=[CH:15][C:16]=1[CH:17]([CH3:19])[CH3:18])=[O:8])[CH3:32], predict the reactants needed to synthesize it. The reactants are: Br[C:2]1[CH:3]=[C:4]([N:24]([CH2:31][CH3:32])[CH:25]2[CH2:30][CH2:29][O:28][CH2:27][CH2:26]2)[C:5]([CH3:23])=[C:6]([CH:22]=1)[C:7]([NH:9][CH2:10][C:11]1[C:12](=[O:21])[NH:13][C:14]([CH3:20])=[CH:15][C:16]=1[CH:17]([CH3:19])[CH3:18])=[O:8].[OH:33][CH2:34][CH2:35][NH:36][C:37](=[O:53])[C:38]1[CH:43]=[CH:42][C:41](B2OC(C)(C)C(C)(C)O2)=[CH:40][CH:39]=1.C(=O)([O-])[O-].[Na+].[Na+].